From a dataset of Forward reaction prediction with 1.9M reactions from USPTO patents (1976-2016). Predict the product of the given reaction. (1) Given the reactants C(Cl)CCl.[Cl:5][C:6]1[CH:7]=[N+:8]([O-:31])[CH:9]=[C:10]([Cl:30])[C:11]=1[CH2:12][C@@H:13]([C:15]1[CH:20]=[CH:19][C:18]([O:21][CH:22]([F:24])[F:23])=[C:17]([O:25][CH2:26][CH:27]2[CH2:29][CH2:28]2)[CH:16]=1)[OH:14].[CH:32]1([CH2:35][O:36][C:37]2[CH:49]=[CH:48][C:40]([C:41]([O:43][CH2:44][C:45](O)=[O:46])=[O:42])=[CH:39][C:38]=2[CH2:50][N:51]2[CH2:56][CH2:55][O:54][CH2:53][CH2:52]2)[CH2:34][CH2:33]1, predict the reaction product. The product is: [Cl:5][C:6]1[CH:7]=[N+:8]([O-:31])[CH:9]=[C:10]([Cl:30])[C:11]=1[CH2:12][C@H:13]([O:14][C:45](=[O:46])[CH2:44][O:43][C:41](=[O:42])[C:40]1[CH:48]=[CH:49][C:37]([O:36][CH2:35][CH:32]2[CH2:34][CH2:33]2)=[C:38]([CH2:50][N:51]2[CH2:52][CH2:53][O:54][CH2:55][CH2:56]2)[CH:39]=1)[C:15]1[CH:20]=[CH:19][C:18]([O:21][CH:22]([F:24])[F:23])=[C:17]([O:25][CH2:26][CH:27]2[CH2:29][CH2:28]2)[CH:16]=1. (2) The product is: [CH2:1]([N:8]1[CH2:13][CH2:12][C@@H:11]([NH:14][C:15](=[O:21])[O:16][C:17]([CH3:18])([CH3:19])[CH3:20])[C@H:10]([CH2:22][O:23][C:32]2[CH:31]=[CH:30][C:29]([N:24]3[CH:28]=[CH:27][CH:26]=[N:25]3)=[CH:34][CH:33]=2)[CH2:9]1)[C:2]1[CH:3]=[CH:4][CH:5]=[CH:6][CH:7]=1. Given the reactants [CH2:1]([N:8]1[CH2:13][CH2:12][C@@H:11]([NH:14][C:15](=[O:21])[O:16][C:17]([CH3:20])([CH3:19])[CH3:18])[C@H:10]([CH2:22][OH:23])[CH2:9]1)[C:2]1[CH:7]=[CH:6][CH:5]=[CH:4][CH:3]=1.[N:24]1([C:29]2[CH:34]=[CH:33][C:32](O)=[CH:31][CH:30]=2)[CH:28]=[CH:27][CH:26]=[N:25]1.C1CCN(C(N=NC(N2CCCCC2)=O)=O)CC1.P(CCCC)(CCCC)CCCC, predict the reaction product. (3) Given the reactants [OH:1][CH2:2][C:3]([CH3:8])([CH3:7])[C:4]([OH:6])=[O:5].OS(O)(=O)=O.[CH3:14]O, predict the reaction product. The product is: [OH:1][CH2:2][C:3]([CH3:8])([CH3:7])[C:4]([O:6][CH3:14])=[O:5]. (4) Given the reactants [Si]([O:8][CH2:9][C@@H:10]([N:20]1[C:32]2[C:31]3[CH:30]=[CH:29][CH:28]=[CH:27][C:26]=3[N:25]=[CH:24][C:23]=2[N:22]=[C:21]1[CH2:33]Cl)[CH2:11][NH:12][C:13](=[O:19])[O:14][C:15]([CH3:18])([CH3:17])[CH3:16])(C(C)(C)C)(C)C.[F-].C([N+](CCCC)(CCCC)CCCC)CCC.C(=O)(O)[O-].[Na+].CC(C)([O-])C.[K+], predict the reaction product. The product is: [CH:30]1[CH:29]=[CH:28][CH:27]=[C:26]2[C:31]=1[C:32]1[N:20]3[C@@H:10]([CH2:11][NH:12][C:13](=[O:19])[O:14][C:15]([CH3:16])([CH3:17])[CH3:18])[CH2:9][O:8][CH2:33][C:21]3=[N:22][C:23]=1[CH:24]=[N:25]2. (5) Given the reactants [CH2:1]([O:8][C:9]1[N:10]=[N:11][C:12]([CH2:23][C:24]2[CH:29]=[CH:28][C:27](F)=[CH:26][CH:25]=2)=[CH:13][C:14]=1[O:15][CH2:16][C:17]1[CH:22]=[CH:21][CH:20]=[CH:19][CH:18]=1)[C:2]1[CH:7]=[CH:6][CH:5]=[CH:4][CH:3]=1.[CH2:31](OC1N=NC(Cl)=CC=1OCC1C=CC=CC=1)C1C=CC=CC=1.[Cl-].CC1C=C(C=CC=1)C[Zn+], predict the reaction product. The product is: [CH2:1]([O:8][C:9]1[N:10]=[N:11][C:12]([CH2:23][C:24]2[CH:29]=[CH:28][CH:27]=[C:26]([CH3:31])[CH:25]=2)=[CH:13][C:14]=1[O:15][CH2:16][C:17]1[CH:22]=[CH:21][CH:20]=[CH:19][CH:18]=1)[C:2]1[CH:7]=[CH:6][CH:5]=[CH:4][CH:3]=1. (6) Given the reactants [CH2:1]([O:8][CH2:9][CH:10]1[CH2:14][NH:13][C:12](=[O:15])[CH2:11]1)[C:2]1[CH:7]=[CH:6][CH:5]=[CH:4][CH:3]=1.I[C:17]1[CH:21]=[CH:20][N:19]([CH3:22])[N:18]=1.P([O-])([O-])([O-])=O.[K+].[K+].[K+].CNCCNC, predict the reaction product. The product is: [CH2:1]([O:8][CH2:9][CH:10]1[CH2:14][N:13]([C:17]2[CH:21]=[CH:20][N:19]([CH3:22])[N:18]=2)[C:12](=[O:15])[CH2:11]1)[C:2]1[CH:3]=[CH:4][CH:5]=[CH:6][CH:7]=1. (7) Given the reactants C([O:4][CH:5]1[CH:10]([O:11][CH:12]2[CH:17](OC(=O)C)[CH:16]([O:22][C:23](=[O:25])[NH2:24])[CH:15](OC(=O)C)[CH:14](COC(=O)C)[O:13]2)[CH:9](OC(=O)C)[CH:8]([O:39][C:40](=[O:42])[CH3:41])[CH:7](COC(=O)C)[O:6]1)(=O)C.[C:48]([OH:51])(=[O:50])[CH3:49].NN, predict the reaction product. The product is: [C:48]([O:51][CH:15]1[CH:14]([O:50][C:48](=[O:51])[CH3:49])[O:13][CH:12]([O:11][CH:10]2[CH:9]([O:42][C:40](=[O:39])[CH3:41])[CH:8]([O:39][C:40](=[O:42])[CH3:41])[CH:7]([CH2:7][O:6][C:5](=[O:4])[CH3:10])[O:6][CH:5]2[OH:4])[CH:17]([O:13][C:12](=[O:11])[CH3:17])[CH:16]1[O:22][C:23](=[O:25])[NH2:24])(=[O:50])[CH3:49]. (8) Given the reactants Cl.[C:2]1([S:8]([N:11]2[C:23]3[CH2:22][N:21]([CH2:24][CH:25]([CH:27]4[CH2:36][CH2:35][C:30]5(OCC[O:31]5)[CH2:29][CH2:28]4)[OH:26])[CH2:20][CH2:19][C:18]=3[C:17]3[C:12]2=[CH:13][CH:14]=[CH:15][CH:16]=3)(=[O:10])=[O:9])[CH:7]=[CH:6][CH:5]=[CH:4][CH:3]=1.[OH-].[Na+], predict the reaction product. The product is: [C:2]1([S:8]([N:11]2[C:23]3[CH2:22][N:21]([CH2:24][CH:25]([CH:27]4[CH2:28][CH2:29][C:30](=[O:31])[CH2:35][CH2:36]4)[OH:26])[CH2:20][CH2:19][C:18]=3[C:17]3[C:12]2=[CH:13][CH:14]=[CH:15][CH:16]=3)(=[O:10])=[O:9])[CH:3]=[CH:4][CH:5]=[CH:6][CH:7]=1. (9) Given the reactants [F:1][C:2]([F:16])([F:15])[C:3]1[CH:8]=[CH:7][C:6]([C:9]2[CH:10]=[N:11][CH:12]=[CH:13][CH:14]=2)=[CH:5][CH:4]=1.[OH:17]O, predict the reaction product. The product is: [F:16][C:2]([F:1])([F:15])[C:3]1[CH:4]=[CH:5][C:6]([C:9]2[CH:10]=[N+:11]([O-:17])[CH:12]=[CH:13][CH:14]=2)=[CH:7][CH:8]=1. (10) The product is: [CH2:1]([C:5]1[N:6]=[C:7]([NH:10][S:18]([C:14]2[CH:15]=[CH:16][CH:17]=[C:12]([Cl:11])[C:13]=2[CH3:22])(=[O:19])=[O:20])[S:8][CH:9]=1)[CH2:2][CH2:3][CH3:4]. Given the reactants [CH2:1]([C:5]1[N:6]=[C:7]([NH2:10])[S:8][CH:9]=1)[CH2:2][CH2:3][CH3:4].[Cl:11][C:12]1[C:13]([CH3:22])=[C:14]([S:18](Cl)(=[O:20])=[O:19])[CH:15]=[CH:16][CH:17]=1, predict the reaction product.